This data is from Forward reaction prediction with 1.9M reactions from USPTO patents (1976-2016). The task is: Predict the product of the given reaction. (1) Given the reactants [CH3:1][O:2][C:3](=[O:25])[CH2:4][CH2:5][CH2:6][CH2:7][CH2:8][CH2:9][CH2:10][NH:11][C:12]([NH:14][S:15]([C:18]1[CH:23]=[CH:22][C:21]([CH3:24])=[CH:20][CH:19]=1)(=[O:17])=[O:16])=[O:13].[C:26]([O-])([O-])=O.[K+].[K+].C(#N)C.CI, predict the reaction product. The product is: [CH3:1][O:2][C:3](=[O:25])[CH2:4][CH2:5][CH2:6][CH2:7][CH2:8][CH2:9][CH2:10][NH:11][C:12]([N:14]([CH3:26])[S:15]([C:18]1[CH:19]=[CH:20][C:21]([CH3:24])=[CH:22][CH:23]=1)(=[O:17])=[O:16])=[O:13]. (2) Given the reactants Cl[C:2]1[CH:7]=[C:6]([C:8]2[N:12]3[CH:13]=[C:14]([NH:17][CH:18]4[CH2:23][CH2:22][CH2:21][CH:20]([OH:24])[CH2:19]4)[CH:15]=[CH:16][C:11]3=[N:10][CH:9]=2)[CH:5]=[CH:4][N:3]=1.[O:25]1[CH:29]=[CH:28][C:27](B(O)O)=[CH:26]1, predict the reaction product. The product is: [O:25]1[CH:29]=[CH:28][C:27]([C:2]2[CH:7]=[C:6]([C:8]3[N:12]4[CH:13]=[C:14]([NH:17][CH:18]5[CH2:23][CH2:22][CH2:21][CH:20]([OH:24])[CH2:19]5)[CH:15]=[CH:16][C:11]4=[N:10][CH:9]=3)[CH:5]=[CH:4][N:3]=2)=[CH:26]1.